This data is from Full USPTO retrosynthesis dataset with 1.9M reactions from patents (1976-2016). The task is: Predict the reactants needed to synthesize the given product. (1) Given the product [C:1]1([CH2:7][CH2:8][CH2:9][CH:10]2[C:14]3[NH:15][C:16]([C:18]([O:20][CH2:21][CH3:22])=[O:19])=[CH:17][C:13]=3[CH2:12][CH2:11]2)[CH:6]=[CH:5][CH:4]=[CH:3][CH:2]=1, predict the reactants needed to synthesize it. The reactants are: [C:1]1([CH2:7][CH2:8]/[CH:9]=[C:10]2\[CH2:11][CH2:12][C:13]3[CH:17]=[C:16]([C:18]([O:20][CH2:21][CH3:22])=[O:19])[NH:15][C:14]\2=3)[CH:6]=[CH:5][CH:4]=[CH:3][CH:2]=1. (2) The reactants are: [CH:1]1[C:9]2[C:8]3[CH2:10][CH2:11][CH2:12][CH2:13][CH2:14][C:7]=3[O:6][C:5]=2[CH:4]=[CH:3][C:2]=1[NH2:15].[C:16]([CH2:20][C:21](Cl)=[O:22])([CH3:19])([CH3:18])[CH3:17]. Given the product [CH3:17][C:16]([CH3:19])([CH3:18])[CH2:20][C:21]([NH:15][C:2]1[CH:3]=[CH:4][C:5]2[O:6][C:7]3[CH2:14][CH2:13][CH2:12][CH2:11][CH2:10][C:8]=3[C:9]=2[CH:1]=1)=[O:22], predict the reactants needed to synthesize it.